Dataset: Forward reaction prediction with 1.9M reactions from USPTO patents (1976-2016). Task: Predict the product of the given reaction. (1) Given the reactants [Cl:1][C:2]1[CH:3]=[C:4]2[C:9](=[CH:10][CH:11]=1)[NH:8][C:7](=[O:12])[C:6]([C:13]#[N:14])=[CH:5]2.[CH3:15][CH2:16][Mg+].[Br-].B(F)(F)F.CCOCC.[NH4+].[Cl-].[OH-].[Na+], predict the reaction product. The product is: [NH2:14][C:13]1([C:6]2[C:7](=[O:12])[NH:8][C:9]3[C:4]([CH:5]=2)=[CH:3][C:2]([Cl:1])=[CH:11][CH:10]=3)[CH2:16][CH2:15]1. (2) The product is: [CH2:8]1[CH:9]2[N:5]([CH2:4][CH2:3][C:2](=[O:1])[CH2:10]2)[CH2:6][CH2:7]1. Given the reactants [O:1]=[C:2]1[CH:10](C(OCC)=O)[CH:9]2[N:5]([CH2:6][CH2:7][CH2:8]2)[CH2:4][CH:3]1C(OCC)=O.N, predict the reaction product. (3) Given the reactants [CH2:1]([O:3][C:4](=[O:19])[CH:5]=[CH:6][C:7]1[S:8][C:9]([CH:12]=[CH:13][C:14]([O:16][CH2:17][CH3:18])=[O:15])=[CH:10][CH:11]=1)[CH3:2], predict the reaction product. The product is: [CH2:17]([O:16][C:14](=[O:15])[CH2:13][CH2:12][C:9]1[S:8][C:7]([CH2:6][CH2:5][C:4]([O:3][CH2:1][CH3:2])=[O:19])=[CH:11][CH:10]=1)[CH3:18]. (4) Given the reactants [Cl:1][C:2]1[CH:3]=[C:4]([CH:21]=[CH:22]C=1Cl)[CH2:5][N:6]([CH3:20])[C:7]([C:9]1[CH2:10][N:11]([CH2:16][CH2:17][NH:18][CH3:19])[C:12](=[O:15])[C:13]=1[OH:14])=[O:8].CCN(CC)CC.C[Si]([N:36]=[C:37]=[O:38])(C)C.[CH2:39]([Cl:41])Cl, predict the reaction product. The product is: [Cl:1][C:2]1[CH:3]=[C:4]([CH:21]=[CH:22][C:39]=1[Cl:41])[CH2:5][N:6]([CH3:20])[C:7]([C:9]1[CH2:10][N:11]([CH2:16][CH2:17][N:18]([CH3:19])[C:37]([NH2:36])=[O:38])[C:12](=[O:15])[C:13]=1[OH:14])=[O:8]. (5) Given the reactants [Cl:1][C:2]1[CH:3]=[CH:4][C:5]2[N:11]3[CH:12]=[CH:13][CH:14]=[C:10]3[CH:9]([CH2:15][C:16]([N:18]3[CH2:23][CH2:22][CH:21]([CH2:24][C:25]([O:27]CC)=[O:26])[CH2:20][CH2:19]3)=[O:17])[O:8][CH:7]([C:30]3[CH:35]=[CH:34][CH:33]=[C:32]([O:36][CH3:37])[C:31]=3[O:38][CH2:39][CH3:40])[C:6]=2[CH:41]=1.C(=O)([O-])[O-].[K+].[K+].O, predict the reaction product. The product is: [Cl:1][C:2]1[CH:3]=[CH:4][C:5]2[N:11]3[CH:12]=[CH:13][CH:14]=[C:10]3[CH:9]([CH2:15][C:16]([N:18]3[CH2:23][CH2:22][CH:21]([CH2:24][C:25]([OH:27])=[O:26])[CH2:20][CH2:19]3)=[O:17])[O:8][CH:7]([C:30]3[CH:35]=[CH:34][CH:33]=[C:32]([O:36][CH3:37])[C:31]=3[O:38][CH2:39][CH3:40])[C:6]=2[CH:41]=1.